From a dataset of Forward reaction prediction with 1.9M reactions from USPTO patents (1976-2016). Predict the product of the given reaction. (1) The product is: [F:39][C:2]([F:1])([F:38])[C@@H:3]([NH:20][C@H:21]([C:26]([NH:28][C@H:29]([C:34]([OH:36])=[O:35])[CH2:30][CH2:31][S:32][CH3:33])=[O:27])[CH2:22][CH:23]([CH3:25])[CH3:24])[C:4]1[CH:5]=[CH:6][C:7]([C:10]2[CH:11]=[CH:12][C:13]([S:16]([CH3:19])(=[O:17])=[O:18])=[CH:14][CH:15]=2)=[CH:8][CH:9]=1. Given the reactants [F:1][C:2]([F:39])([F:38])[C@@H:3]([NH:20][C@H:21]([C:26]([NH:28][C@H:29]([C:34]([O:36]C)=[O:35])[CH2:30][CH2:31][S:32][CH3:33])=[O:27])[CH2:22][CH:23]([CH3:25])[CH3:24])[C:4]1[CH:9]=[CH:8][C:7]([C:10]2[CH:15]=[CH:14][C:13]([S:16]([CH3:19])(=[O:18])=[O:17])=[CH:12][CH:11]=2)=[CH:6][CH:5]=1.[OH-].[Li+], predict the reaction product. (2) The product is: [Cl:1][C:2]1[CH:10]=[C:9]2[C:5]([C:6]([C:11]([OH:13])=[O:12])=[CH:7][NH:8]2)=[CH:4][C:3]=1[C:15]1[CH:20]=[CH:19][C:18]([O:21][CH2:22][CH2:23][CH2:24][OH:25])=[C:17]([O:26][CH3:27])[CH:16]=1. Given the reactants [Cl:1][C:2]1[CH:10]=[C:9]2[C:5]([C:6]([C:11]([O:13]C)=[O:12])=[CH:7][NH:8]2)=[CH:4][C:3]=1[C:15]1[CH:20]=[CH:19][C:18]([O:21][CH2:22][CH2:23][CH2:24][OH:25])=[C:17]([O:26][CH3:27])[CH:16]=1.[OH-].[Na+].Cl, predict the reaction product. (3) The product is: [NH2:1][C:2]1[CH:3]=[CH:4][C:5]([Cl:15])=[C:6]([N:8]2[CH2:12][CH2:11][CH2:10][C:9]2=[O:14])[CH:7]=1. Given the reactants [NH2:1][C:2]1[CH:3]=[CH:4][C:5]([Cl:15])=[C:6]([NH:8][C:9](=[O:14])[CH2:10][CH2:11][CH2:12]Cl)[CH:7]=1.ClC1C=CC(NC(=O)OC(C)(C)C)=CC=1NC(=O)CCCCl.Cl, predict the reaction product.